This data is from Forward reaction prediction with 1.9M reactions from USPTO patents (1976-2016). The task is: Predict the product of the given reaction. (1) The product is: [CH3:29][O:28][C:26](=[O:27])[CH2:25][NH:11][C:10]1[C:12]([F:17])=[CH:13][C:14]([Br:16])=[CH:15][C:9]=1[O:8][CH2:1][C:2]1[CH:3]=[CH:4][CH:5]=[CH:6][CH:7]=1. Given the reactants [CH2:1]([O:8][C:9]1[CH:15]=[C:14]([Br:16])[CH:13]=[C:12]([F:17])[C:10]=1[NH2:11])[C:2]1[CH:7]=[CH:6][CH:5]=[CH:4][CH:3]=1.C(=O)([O-])[O-].[K+].[K+].Br[CH2:25][C:26]([O:28][CH3:29])=[O:27], predict the reaction product. (2) Given the reactants [Br:1][C:2]1[CH:9]=[C:8]([O:10][CH3:11])[C:7]([O:12][CH3:13])=[CH:6][C:3]=1[CH:4]=[O:5].[CH2:14](O)[CH2:15][OH:16].C(=O)(O)[O-].[Na+], predict the reaction product. The product is: [Br:1][C:2]1[CH:9]=[C:8]([O:10][CH3:11])[C:7]([O:12][CH3:13])=[CH:6][C:3]=1[CH:4]1[O:16][CH2:15][CH2:14][O:5]1. (3) Given the reactants Cl.[C:2]1([CH3:10])[CH:7]=[CH:6][CH:5]=[CH:4][C:3]=1[NH:8][NH2:9].C(Cl)(Cl)(Cl)Cl.C(N(CC)CC)C.C(O[C:26]1([CH:36]=[CH:35][CH:34]=[CH:33][CH2:32]1)[CH:27]=[N:28][C:29](=O)[CH3:30])C, predict the reaction product. The product is: [CH3:30][C:29]1[N:8]([C:3]2[CH:4]=[CH:5][CH:6]=[CH:7][C:2]=2[CH3:10])[N:9]=[C:27]([C:26]2[CH:36]=[CH:35][CH:34]=[CH:33][CH:32]=2)[N:28]=1. (4) Given the reactants F[C:2]1[CH:7]=[CH:6][C:5]([CH2:8][C:9](OC)=O)=[C:4]([O:13][CH2:14][C@@H:15]2[CH2:17][O:16]2)[CH:3]=1.[C:18]([N:37]1[N:41]=[N:40]C(CC2C=CC=CC=2O)=[N:38]1)([C:31]1[CH:36]=[CH:35][CH:34]=[CH:33][CH:32]=1)([C:25]1[CH:30]=[CH:29][CH:28]=[CH:27][CH:26]=1)[C:19]1[CH:24]=[CH:23][CH:22]=[CH:21][CH:20]=1, predict the reaction product. The product is: [O:16]1[CH2:17][C@H:15]1[CH2:14][O:13][C:4]1[CH:3]=[CH:2][CH:7]=[CH:6][C:5]=1[CH2:8][C:9]1[N:40]=[N:41][N:37]([C:18]([C:19]2[CH:24]=[CH:23][CH:22]=[CH:21][CH:20]=2)([C:31]2[CH:32]=[CH:33][CH:34]=[CH:35][CH:36]=2)[C:25]2[CH:26]=[CH:27][CH:28]=[CH:29][CH:30]=2)[N:38]=1. (5) Given the reactants [Br:1][C:2]1[CH:3]=[C:4]([C:7]([NH2:9])=[O:8])[S:5][CH:6]=1.CO[CH:12](OC)[N:13]([CH3:15])[CH3:14], predict the reaction product. The product is: [CH3:12][N:13]([CH:15]=[N:9][C:7]([C:4]1[S:5][CH:6]=[C:2]([Br:1])[CH:3]=1)=[O:8])[CH3:14]. (6) Given the reactants [Br:1][C:2]1[C:3]([C:15]([OH:17])=[O:16])=[C:4]([C:7](=[O:14])[C:8]2[CH:13]=[CH:12][N:11]=[CH:10][CH:9]=2)[S:5][CH:6]=1.[CH2:18](I)[CH3:19].C([O-])([O-])=O.[Cs+].[Cs+], predict the reaction product. The product is: [Br:1][C:2]1[C:3]([C:15]([O:17][CH2:18][CH3:19])=[O:16])=[C:4]([C:7](=[O:14])[C:8]2[CH:9]=[CH:10][N:11]=[CH:12][CH:13]=2)[S:5][CH:6]=1. (7) The product is: [CH3:1][O:2][C:3]1[CH:10]=[CH:9][C:6]([CH2:7][NH:8][C:12]2[C:21]3[C:16](=[CH:17][CH:18]=[CH:19][N:20]=3)[N:15]=[CH:14][CH:13]=2)=[CH:5][CH:4]=1. Given the reactants [CH3:1][O:2][C:3]1[CH:10]=[CH:9][C:6]([CH2:7][NH2:8])=[CH:5][CH:4]=1.Cl[C:12]1[C:21]2[C:16](=[CH:17][CH:18]=[CH:19][N:20]=2)[N:15]=[CH:14][CH:13]=1, predict the reaction product. (8) Given the reactants [CH:1]12[CH2:8][CH2:7][CH:4]([NH:5][CH2:6]1)[CH2:3][N:2]2[CH2:9][CH:10]([C:12]1[CH:21]=[CH:20][C:15]2[C:16](=[O:19])[O:17][CH2:18][C:14]=2[C:13]=1[CH3:22])[OH:11].[CH3:23][C:24]1[C:32]2[CH2:31][O:30][C:29](=[O:33])[C:28]=2[CH:27]=[CH:26][C:25]=1[CH:34]1[CH2:36][O:35]1, predict the reaction product. The product is: [CH:1]12[CH2:8][CH2:7][CH:4]([N:5]([CH2:36][CH:34]([C:25]3[CH:26]=[CH:27][C:28]4[C:29](=[O:33])[O:30][CH2:31][C:32]=4[C:24]=3[CH3:23])[OH:35])[CH2:6]1)[CH2:3][N:2]2[CH2:9][CH:10]([C:12]1[CH:21]=[CH:20][C:15]2[C:16](=[O:19])[O:17][CH2:18][C:14]=2[C:13]=1[CH3:22])[OH:11].